This data is from Peptide-MHC class II binding affinity with 134,281 pairs from IEDB. The task is: Regression. Given a peptide amino acid sequence and an MHC pseudo amino acid sequence, predict their binding affinity value. This is MHC class II binding data. (1) The peptide sequence is LIGLRIVFAVLSIVNRVRQG. The MHC is H-2-IAb with pseudo-sequence H-2-IAb. The binding affinity (normalized) is 0.173. (2) The peptide sequence is AANKQKQELDEISTN. The MHC is HLA-DPA10103-DPB10401 with pseudo-sequence HLA-DPA10103-DPB10401. The binding affinity (normalized) is 0. (3) The peptide sequence is KKGAGGITIKKTGQA. The MHC is DRB5_0101 with pseudo-sequence DRB5_0101. The binding affinity (normalized) is 0.298.